This data is from Forward reaction prediction with 1.9M reactions from USPTO patents (1976-2016). The task is: Predict the product of the given reaction. (1) The product is: [Cl:1][C:2]1[CH:3]=[C:4]([CH:15]=[CH:16][C:17]=1[F:18])[CH2:5][N:6]1[CH2:11][CH2:10][C:9]([CH2:12][O:13][S:29]([CH3:28])(=[O:31])=[O:30])=[CH:8][C:7]1=[O:14]. Given the reactants [Cl:1][C:2]1[CH:3]=[C:4]([CH:15]=[CH:16][C:17]=1[F:18])[CH2:5][N:6]1[CH2:11][CH2:10][C:9]([CH2:12][OH:13])=[CH:8][C:7]1=[O:14].CCN(C(C)C)C(C)C.[CH3:28][S:29](Cl)(=[O:31])=[O:30], predict the reaction product. (2) Given the reactants [C:1]([O:5][C:6](=[O:37])[NH:7][C@@H:8]1[CH2:13][CH2:12][CH2:11][N:10]([C:14]2[CH:19]=[CH:18][C:17]([NH:20][C:21]3[C:30]4[C:25](=[CH:26][CH:27]=[C:28](Cl)[N:29]=4)[N:24]=[CH:23][C:22]=3[C:32](=[O:36])[CH:33]([CH3:35])[CH3:34])=[CH:16][N:15]=2)[CH2:9]1)([CH3:4])([CH3:3])[CH3:2].[Cl:38][C:39]1[CH:44]=[C:43](B2OC(C)(C)C(C)(C)O2)[CH:42]=[C:41]([F:54])[C:40]=1[OH:55], predict the reaction product. The product is: [C:1]([O:5][C:6](=[O:37])[NH:7][C@@H:8]1[CH2:13][CH2:12][CH2:11][N:10]([C:14]2[CH:19]=[CH:18][C:17]([NH:20][C:21]3[C:30]4[C:25](=[CH:26][CH:27]=[C:28]([C:43]5[CH:42]=[C:41]([F:54])[C:40]([OH:55])=[C:39]([Cl:38])[CH:44]=5)[N:29]=4)[N:24]=[CH:23][C:22]=3[C:32](=[O:36])[CH:33]([CH3:34])[CH3:35])=[CH:16][N:15]=2)[CH2:9]1)([CH3:4])([CH3:3])[CH3:2]. (3) Given the reactants [NH2:1][C:2]1[CH:9]=[CH:8][CH:7]=[C:6](/[CH:10]=[CH:11]/[CH3:12])[C:3]=1[C:4]#[N:5].[S:13](Cl)(=[O:16])(=[O:15])[NH2:14], predict the reaction product. The product is: [S:13]([NH:1][C:2]1[CH:9]=[CH:8][CH:7]=[C:6](/[CH:10]=[CH:11]/[CH3:12])[C:3]=1[C:4]#[N:5])(=[O:16])(=[O:15])[NH2:14]. (4) The product is: [CH3:25][N:7]([CH2:8][C:9]1[C:14]([CH3:16])([CH3:15])[CH2:13][CH2:12][CH2:11][C:10]=1[CH3:17])[C:6]1[CH:18]=[CH:19][CH:20]=[C:4]([C:3]([F:21])([F:22])[F:2])[CH:5]=1. Given the reactants Cl.[F:2][C:3]([F:22])([F:21])[C:4]1[CH:5]=[C:6]([CH:18]=[CH:19][CH:20]=1)[NH:7][CH2:8][C:9]1[C:14]([CH3:16])([CH3:15])[CH2:13][CH2:12][CH2:11][C:10]=1[CH3:17].[H-].[Na+].[CH3:25]I.O, predict the reaction product.